Dataset: NCI-60 drug combinations with 297,098 pairs across 59 cell lines. Task: Regression. Given two drug SMILES strings and cell line genomic features, predict the synergy score measuring deviation from expected non-interaction effect. (1) Drug 1: CCCS(=O)(=O)NC1=C(C(=C(C=C1)F)C(=O)C2=CNC3=C2C=C(C=N3)C4=CC=C(C=C4)Cl)F. Drug 2: CC(C1=C(C=CC(=C1Cl)F)Cl)OC2=C(N=CC(=C2)C3=CN(N=C3)C4CCNCC4)N. Cell line: UO-31. Synergy scores: CSS=14.5, Synergy_ZIP=-3.27, Synergy_Bliss=2.94, Synergy_Loewe=3.76, Synergy_HSA=3.66. (2) Drug 1: C1=NC2=C(N1)C(=S)N=CN2. Drug 2: COC1=NC(=NC2=C1N=CN2C3C(C(C(O3)CO)O)O)N. Cell line: MCF7. Synergy scores: CSS=1.34, Synergy_ZIP=3.13, Synergy_Bliss=-4.05, Synergy_Loewe=-14.3, Synergy_HSA=-5.05. (3) Drug 1: CNC(=O)C1=NC=CC(=C1)OC2=CC=C(C=C2)NC(=O)NC3=CC(=C(C=C3)Cl)C(F)(F)F. Drug 2: B(C(CC(C)C)NC(=O)C(CC1=CC=CC=C1)NC(=O)C2=NC=CN=C2)(O)O. Cell line: SNB-75. Synergy scores: CSS=8.43, Synergy_ZIP=-1.28, Synergy_Bliss=-2.18, Synergy_Loewe=-36.0, Synergy_HSA=-1.01. (4) Drug 1: C1=C(C(=O)NC(=O)N1)N(CCCl)CCCl. Drug 2: CC1CCCC2(C(O2)CC(NC(=O)CC(C(C(=O)C(C1O)C)(C)C)O)C(=CC3=CSC(=N3)C)C)C. Cell line: HCT-15. Synergy scores: CSS=20.5, Synergy_ZIP=1.26, Synergy_Bliss=2.84, Synergy_Loewe=1.13, Synergy_HSA=1.48. (5) Drug 1: C1CC(=O)NC(=O)C1N2C(=O)C3=CC=CC=C3C2=O. Drug 2: C1CN(P(=O)(OC1)NCCCl)CCCl. Cell line: SF-539. Synergy scores: CSS=-20.1, Synergy_ZIP=19.0, Synergy_Bliss=9.88, Synergy_Loewe=-26.4, Synergy_HSA=-25.2.